This data is from Catalyst prediction with 721,799 reactions and 888 catalyst types from USPTO. The task is: Predict which catalyst facilitates the given reaction. (1) Reactant: [N:1]([C:4]1[CH:9]=[CH:8][CH:7]=[C:6]([C:10]([F:13])([F:12])[F:11])[CH:5]=1)=[C:2]=[O:3].[CH2:14]([NH2:18])[CH2:15][CH2:16][CH3:17]. Product: [CH2:14]([NH:18][C:2]([NH:1][C:4]1[CH:9]=[CH:8][CH:7]=[C:6]([C:10]([F:11])([F:12])[F:13])[CH:5]=1)=[O:3])[CH2:15][CH2:16][CH3:17]. The catalyst class is: 10. (2) Reactant: [Br:1][C:2]1[CH:3]=[C:4]([C:8]2[N:9]([CH2:25][C:26]3[CH:31]=[CH:30][CH:29]=[CH:28][CH:27]=3)[C:10](=[O:24])[C:11]([C:15]([NH:17][CH2:18][C:19]([O:21]CC)=[O:20])=[O:16])=[C:12]([OH:14])[N:13]=2)[CH:5]=[CH:6][CH:7]=1.BrC1C=C(C2N(CC3C=CC=CC=3)C(=O)C=C(O)N=2)C=CC=1.N(CC(OCC)=O)=C=O.C(N(CC)C(C)C)(C)C.Cl. Product: [Br:1][C:2]1[CH:3]=[C:4]([C:8]2[N:9]([CH2:25][C:26]3[CH:31]=[CH:30][CH:29]=[CH:28][CH:27]=3)[C:10](=[O:24])[C:11]([C:15]([NH:17][CH2:18][C:19]([OH:21])=[O:20])=[O:16])=[C:12]([OH:14])[N:13]=2)[CH:5]=[CH:6][CH:7]=1. The catalyst class is: 4. (3) Reactant: Cl[CH2:2][C:3]1[N:4]([CH2:16][CH2:17][NH:18][C:19](=[O:25])[O:20][C:21]([CH3:24])([CH3:23])[CH3:22])[C:5]2[C:14]3[CH:13]=[CH:12][CH:11]=[CH:10][C:9]=3[N:8]=[CH:7][C:6]=2[N:15]=1.CC(C)([O-])C.[K+]. Product: [CH:13]1[CH:12]=[CH:11][CH:10]=[C:9]2[C:14]=1[C:5]1[N:4]3[CH2:16][CH2:17][N:18]([C:19]([O:20][C:21]([CH3:24])([CH3:23])[CH3:22])=[O:25])[CH2:2][C:3]3=[N:15][C:6]=1[CH:7]=[N:8]2. The catalyst class is: 1.